From a dataset of Full USPTO retrosynthesis dataset with 1.9M reactions from patents (1976-2016). Predict the reactants needed to synthesize the given product. (1) Given the product [Br:27][CH2:2][C:3]1[CH:25]=[CH:24][C:6]([O:7][CH2:8][CH2:9][CH2:10][O:11][N:12]=[CH:13][C:14]2[CH:19]=[CH:18][C:17]([C:20]([CH3:23])([CH3:22])[CH3:21])=[CH:16][CH:15]=2)=[CH:5][CH:4]=1, predict the reactants needed to synthesize it. The reactants are: O[CH2:2][C:3]1[CH:25]=[CH:24][C:6]([O:7][CH2:8][CH2:9][CH2:10][O:11][N:12]=[CH:13][C:14]2[CH:19]=[CH:18][C:17]([C:20]([CH3:23])([CH3:22])[CH3:21])=[CH:16][CH:15]=2)=[CH:5][CH:4]=1.P(Br)(Br)[Br:27]. (2) Given the product [Cl:1][C:2]1[CH:3]=[CH:4][C:5]([C:8]2([C:12]3[C:21]4[C:16](=[CH:17][C:18]([O:22][CH2:23][CH2:24][NH:25][S:29]([CH2:26][CH2:27][CH3:28])(=[O:31])=[O:30])=[CH:19][CH:20]=4)[CH2:15][CH2:14][N:13]=3)[CH2:11][CH2:10][CH2:9]2)=[CH:6][CH:7]=1, predict the reactants needed to synthesize it. The reactants are: [Cl:1][C:2]1[CH:7]=[CH:6][C:5]([C:8]2([C:12]3[C:21]4[C:16](=[CH:17][C:18]([O:22][CH2:23][CH2:24][NH2:25])=[CH:19][CH:20]=4)[CH2:15][CH2:14][N:13]=3)[CH2:11][CH2:10][CH2:9]2)=[CH:4][CH:3]=1.[CH2:26]([S:29](Cl)(=[O:31])=[O:30])[CH2:27][CH3:28].O. (3) Given the product [Cl:26][C:27]1[CH:32]=[C:31]([Cl:33])[CH:30]=[CH:29][C:28]=1[S:34]([NH:1][C:2]1[CH:7]=[C:6]([CH3:8])[C:5]([S:25][C:22]2[CH:21]=[CH:20][C:19]([S:16]([N:10]3[CH2:11][CH2:12][CH2:13][CH2:14][CH2:15]3)(=[O:18])=[O:17])=[CH:24][CH:23]=2)=[CH:4][N:3]=1)(=[O:36])=[O:35], predict the reactants needed to synthesize it. The reactants are: [NH2:1][C:2]1[CH:7]=[C:6]([CH3:8])[C:5](Br)=[CH:4][N:3]=1.[N:10]1([S:16]([C:19]2[CH:24]=[CH:23][C:22]([SH:25])=[CH:21][CH:20]=2)(=[O:18])=[O:17])[CH2:15][CH2:14][CH2:13][CH2:12][CH2:11]1.[Cl:26][C:27]1[CH:32]=[C:31]([Cl:33])[CH:30]=[CH:29][C:28]=1[S:34](Cl)(=[O:36])=[O:35]. (4) Given the product [Cl:1][C:2]1[CH:3]=[CH:4][C:5]([F:9])=[C:6]([C:31]#[C:30][CH2:29][OH:32])[CH:7]=1, predict the reactants needed to synthesize it. The reactants are: [Cl:1][C:2]1[CH:3]=[CH:4][C:5]([F:9])=[C:6](I)[CH:7]=1.C1(P(C2C=CC=CC=2)C2C=CC=CC=2)C=CC=CC=1.[CH2:29]([OH:32])[C:30]#[CH:31].C(N(C(C)C)CC)(C)C. (5) Given the product [Si:1]([O:8][C@@H:9]([CH2:14][N:15]([C:20]1[CH:21]=[CH:22][C:23]([O:26][C:27]2[CH:32]=[CH:31][C:30]([Cl:33])=[CH:29][CH:28]=2)=[CH:24][CH:25]=1)[S:16]([CH3:19])(=[O:17])=[O:18])[C:10]([OH:12])=[O:11])([C:4]([CH3:7])([CH3:6])[CH3:5])([CH3:3])[CH3:2], predict the reactants needed to synthesize it. The reactants are: [Si:1]([O:8][C@@H:9]([CH2:14][N:15]([C:20]1[CH:25]=[CH:24][C:23]([O:26][C:27]2[CH:32]=[CH:31][C:30]([Cl:33])=[CH:29][CH:28]=2)=[CH:22][CH:21]=1)[S:16]([CH3:19])(=[O:18])=[O:17])[C:10]([O:12]C)=[O:11])([C:4]([CH3:7])([CH3:6])[CH3:5])([CH3:3])[CH3:2].[Li+].[OH-].CCOC(C)=O.O.Cl. (6) Given the product [CH3:1][CH2:2][N:3]([CH2:6][CH2:7][NH:8][C:9]([C:11]1[C:12]([CH3:29])=[C:13](/[CH:17]=[C:18]2/[C:19]3[CH:20]=[C:21]([F:28])[CH:22]=[CH:23][C:24]=3[NH:25][C:26]/2=[O:27])[NH:14][C:15]=1[CH3:16])=[O:10])[CH2:4][CH3:5].[C:30]([O-:43])(=[O:42])/[CH:31]=[CH:32]/[C:33]1[CH:41]=[CH:40][C:38]([OH:39])=[C:35]([O:36][CH3:37])[CH:34]=1, predict the reactants needed to synthesize it. The reactants are: [CH3:1][CH2:2][N:3]([CH2:6][CH2:7][NH:8][C:9]([C:11]1[C:12]([CH3:29])=[C:13](/[CH:17]=[C:18]2/[C:19]3[CH:20]=[C:21]([F:28])[CH:22]=[CH:23][C:24]=3[NH:25][C:26]/2=[O:27])[NH:14][C:15]=1[CH3:16])=[O:10])[CH2:4][CH3:5].[C:30]([OH:43])(=[O:42])/[CH:31]=[CH:32]/[C:33]1[CH:41]=[CH:40][C:38]([OH:39])=[C:35]([O:36][CH3:37])[CH:34]=1.